Dataset: Full USPTO retrosynthesis dataset with 1.9M reactions from patents (1976-2016). Task: Predict the reactants needed to synthesize the given product. (1) Given the product [ClH:14].[Cl:1][C:9]1[CH:12]=[CH:13][C:6]([CH:4]2[CH2:5][NH:2][CH2:3]2)=[CH:7][CH:8]=1, predict the reactants needed to synthesize it. The reactants are: [ClH:1].[NH:2]1[CH2:5][CH:4]([C:6]2[CH:13]=[CH:12][C:9](C#N)=[CH:8][CH:7]=2)[CH2:3]1.[Cl:14]C1C=CC(B(O)O)=CC=1. (2) Given the product [CH:6]([OH:7])=[O:5].[Cl:38][C:20]1[CH:21]=[CH:22][C:23]([N:25]2[CH2:30][CH:28]([C:31]([N:33]3[CH2:37][CH2:36][CH2:35][CH2:34]3)=[O:32])[CH2:27][CH2:26]2)=[CH:24][C:19]=1[C:9]1[NH:8][C:12]2[CH:13]=[CH:14][C:15]([O:17][CH3:18])=[CH:16][C:11]=2[N:10]=1, predict the reactants needed to synthesize it. The reactants are: C([O:5][C:6]([N:8]1[C:12]2[CH:13]=[CH:14][C:15]([O:17][CH3:18])=[CH:16][C:11]=2[N:10]=[C:9]1[C:19]1[CH:24]=[C:23]([N:25]2[CH2:30]C[CH:28]([C:31]([N:33]3[CH2:37][CH2:36][CH2:35][CH2:34]3)=[O:32])[CH2:27][CH2:26]2)[CH:22]=[CH:21][C:20]=1[Cl:38])=[O:7])(C)(C)C.ClCCl.CO.